Task: Predict the reactants needed to synthesize the given product.. Dataset: Full USPTO retrosynthesis dataset with 1.9M reactions from patents (1976-2016) (1) Given the product [ClH:41].[ClH:41].[F:39][C:2]([F:1])([F:40])[C:3]1[CH:4]=[C:5]([CH:32]=[C:33]([C:35]([F:36])([F:37])[F:38])[CH:34]=1)[C:6]([N:8]1[CH2:13][CH2:12][N:11]([CH2:14][C:15]#[C:16][C:17]2[CH:18]=[N:19][CH:20]=[CH:21][CH:22]=2)[CH2:10][CH:9]1[CH2:23][C:24]1[CH:29]=[CH:28][C:27]([CH3:30])=[C:26]([OH:31])[CH:25]=1)=[O:7], predict the reactants needed to synthesize it. The reactants are: [F:1][C:2]([F:40])([F:39])[C:3]1[CH:4]=[C:5]([CH:32]=[C:33]([C:35]([F:38])([F:37])[F:36])[CH:34]=1)[C:6]([N:8]1[CH2:13][CH2:12][N:11]([CH2:14][C:15]#[C:16][C:17]2[CH:18]=[N:19][CH:20]=[CH:21][CH:22]=2)[CH2:10][CH:9]1[CH2:23][C:24]1[CH:29]=[CH:28][C:27]([CH3:30])=[C:26]([OH:31])[CH:25]=1)=[O:7].[ClH:41]. (2) Given the product [C:3]([C:2]1[CH:8]=[C:7]([CH3:9])[CH:6]=[C:20]([CH3:12])[C:19]=1[NH2:22])#[N:4], predict the reactants needed to synthesize it. The reactants are: C[C:2]1[CH:8]=[C:7]([CH3:9])[CH:6]=C[C:3]=1[NH2:4].BrN1C(=O)CC[C:12]1=O.O.[CH2:19]([NH2:22])[CH2:20]N.